This data is from Full USPTO retrosynthesis dataset with 1.9M reactions from patents (1976-2016). The task is: Predict the reactants needed to synthesize the given product. Given the product [F:19][C:14]1[CH:15]=[C:16]2[C:11](=[C:12]([F:20])[CH:13]=1)[CH2:10][CH:9]([NH:8][CH:4]([CH2:5][CH2:6][CH3:7])[C:3]([OH:21])=[O:2])[CH2:18][CH2:17]2, predict the reactants needed to synthesize it. The reactants are: C[O:2][C:3](=[O:21])[CH:4]([NH:8][CH:9]1[CH2:18][CH2:17][C:16]2[C:11](=[C:12]([F:20])[CH:13]=[C:14]([F:19])[CH:15]=2)[CH2:10]1)[CH2:5][CH2:6][CH3:7].[Li+].[OH-].